This data is from Reaction yield outcomes from USPTO patents with 853,638 reactions. The task is: Predict the reaction yield, written as a fraction of the theoretical maximum amount of product (1.0 means a 100% yield; for example, 0.34 means a 34% yield). (1) The reactants are [CH2:1]([O:3][C:4]1[CH:11]=[CH:10][C:7]([CH:8]=[CH2:9])=[CH:6][CH:5]=1)[CH3:2].Br[C:13]1[CH:18]=[CH:17][C:16]([CH2:19][C:20]#[N:21])=[CH:15][CH:14]=1.C1(C)C=CC=CC=1P(C1C=CC=CC=1C)C1C=CC=CC=1C. The catalyst is CC([O-])=O.CC([O-])=O.[Pd+2].C(N(CC)CC)C. The product is [CH2:1]([O:3][C:4]1[CH:11]=[CH:10][C:7]([CH:8]=[CH:9][C:13]2[CH:18]=[CH:17][C:16]([CH2:19][C:20]#[N:21])=[CH:15][CH:14]=2)=[CH:6][CH:5]=1)[CH3:2]. The yield is 0.480. (2) The reactants are [CH3:1][O:2][C:3]1[N:8]=[C:7]2[CH:9]=[CH:10][N:11]([CH3:12])[C:6]2=[CH:5][C:4]=1B(O)O.C(=O)([O-])[O-].[Na+].[Na+].[Cl-].[Li+].FC(F)(F)S(O[C:30]1[CH2:35][CH2:34][N:33]([C:36]([O:38][C:39]([CH3:42])([CH3:41])[CH3:40])=[O:37])[CH2:32][CH:31]=1)(=O)=O. The catalyst is O.O1CCOCC1. The product is [CH3:1][O:2][C:3]1[N:8]=[C:7]2[CH:9]=[CH:10][N:11]([CH3:12])[C:6]2=[CH:5][C:4]=1[C:30]1[CH2:35][CH2:34][N:33]([C:36]([O:38][C:39]([CH3:42])([CH3:41])[CH3:40])=[O:37])[CH2:32][CH:31]=1. The yield is 0.320. (3) The reactants are [Cl:1][C:2]1[CH:3]=[C:4]([C:9]2[CH:14]=[CH:13][C:12]([C:15]3[N:16]=[C:17](/[CH:20]=[CH:21]/[C:22]4[CH:27]=[CH:26][C:25]([O:28][CH3:29])=[CH:24][CH:23]=4)[NH:18][CH:19]=3)=[CH:11][CH:10]=2)[CH:5]=[C:6]([Cl:8])[CH:7]=1.Br[CH2:31][CH3:32]. No catalyst specified. The product is [Cl:1][C:2]1[CH:3]=[C:4]([C:9]2[CH:14]=[CH:13][C:12]([C:15]3[N:16]=[C:17](/[CH:20]=[CH:21]/[C:22]4[CH:23]=[CH:24][C:25]([O:28][CH3:29])=[CH:26][CH:27]=4)[N:18]([CH2:31][CH3:32])[CH:19]=3)=[CH:11][CH:10]=2)[CH:5]=[C:6]([Cl:8])[CH:7]=1. The yield is 0.890. (4) The reactants are [Cl:1][C:2]1[CH:3]=[C:4]([CH:7]=[CH:8][C:9]=1[O:10][CH2:11][CH2:12][CH2:13][N:14]1[CH2:20][CH2:19][CH2:18][N:17]([CH3:21])[CH2:16][CH2:15]1)[CH:5]=O.[Cl:22][C:23]1[CH:24]=[C:25]([NH2:31])[C:26]([NH2:30])=[CH:27][C:28]=1[CH3:29]. No catalyst specified. The product is [Cl:22][C:23]1[C:28]([CH3:29])=[CH:27][C:26]2[NH:30][C:5]([C:4]3[CH:7]=[CH:8][C:9]([O:10][CH2:11][CH2:12][CH2:13][N:14]4[CH2:20][CH2:19][CH2:18][N:17]([CH3:21])[CH2:16][CH2:15]4)=[C:2]([Cl:1])[CH:3]=3)=[N:31][C:25]=2[CH:24]=1. The yield is 0.0800. (5) The reactants are C(OC(=O)[NH:7][C@@H:8]1[CH2:12][C:11](=[O:13])[N:10]([C:14]2[CH:15]=[CH:16][C:17]3[O:22][CH2:21][C:20](=[O:23])[N:19](COC)[C:18]=3[CH:27]=2)[CH2:9]1)(C)(C)C.[Cl-].[Li+].S(=O)(=O)(O)O.C(=O)([O-])O.[Na+]. The catalyst is CO. The product is [NH2:7][C@H:8]1[CH2:9][N:10]([C:14]2[CH:15]=[CH:16][C:17]3[O:22][CH2:21][C:20](=[O:23])[NH:19][C:18]=3[CH:27]=2)[C:11](=[O:13])[CH2:12]1. The yield is 0.750. (6) The catalyst is O1CCOCC1. The reactants are [F:1][CH:2]([F:14])[CH2:3][CH:4]1[CH2:13][C:12]2[C:7](=[CH:8][CH:9]=[CH:10][CH:11]=2)[NH:6][CH2:5]1.Br[C:16]1[C:20]2[CH2:21][N:22]([C:25](=[O:27])[CH3:26])[CH2:23][CH2:24][C:19]=2[N:18]([C@H:28]2[CH2:32][CH2:31][O:30][CH2:29]2)[N:17]=1.C1(P(C2CCCCC2)C2C=CC=CC=2C2C(OC(C)C)=CC=CC=2OC(C)C)CCCCC1.COC(C)(C)C.C(O[Na])(C)(C)C. The yield is 0.620. The product is [F:14][CH:2]([F:1])[CH2:3][CH:4]1[CH2:13][C:12]2[C:7](=[CH:8][CH:9]=[CH:10][CH:11]=2)[N:6]([C:16]2[C:20]3[CH2:21][N:22]([C:25](=[O:27])[CH3:26])[CH2:23][CH2:24][C:19]=3[N:18]([C@H:28]3[CH2:32][CH2:31][O:30][CH2:29]3)[N:17]=2)[CH2:5]1.